This data is from Catalyst prediction with 721,799 reactions and 888 catalyst types from USPTO. The task is: Predict which catalyst facilitates the given reaction. (1) Reactant: [CH2:1]([C:3]1[C:11]2[C:6](=[CH:7][C:8]([C:12]3[N:16]([C:17]4[CH:22]=[CH:21][C:20]([S:23]([CH3:26])(=[O:25])=[O:24])=[CH:19][CH:18]=4)[N:15]=[CH:14][CH:13]=3)=[CH:9][CH:10]=2)[NH:5][N:4]=1)[CH3:2].C1(P(C2C=CC=CC=2)C2C=CC=CC=2)C=CC=CC=1.O1CC[C@H](O)C1.N([C:54]([O:56][CH:57]([CH3:59])[CH3:58])=[O:55])=N[C:54]([O:56][CH:57]([CH3:59])[CH3:58])=[O:55]. Product: [CH2:1]([C:3]1[C:11]2[C:6](=[CH:7][C:8]([C:12]3[N:16]([C:17]4[CH:22]=[CH:21][C:20]([S:23]([CH3:26])(=[O:25])=[O:24])=[CH:19][CH:18]=4)[N:15]=[CH:14][CH:13]=3)=[CH:9][CH:10]=2)[N:5]([C:54]([O:56][CH:57]([CH3:59])[CH3:58])=[O:55])[N:4]=1)[CH3:2]. The catalyst class is: 111. (2) Reactant: [C:1]([N:8]1[CH2:13][CH2:12][CH:11]([NH2:14])[CH2:10][CH2:9]1)([O:3][C:4]([CH3:7])([CH3:6])[CH3:5])=[O:2].C(=O)([O-])[O-].[K+].[K+].Cl[C:22]([O:24][CH2:25][CH2:26]Cl)=[O:23]. Product: [C:4]([O:3][C:1]([N:8]1[CH2:13][CH2:12][CH:11]([N:14]2[CH2:26][CH2:25][O:24][C:22]2=[O:23])[CH2:10][CH2:9]1)=[O:2])([CH3:7])([CH3:6])[CH3:5]. The catalyst class is: 10. (3) Reactant: C(O[CH:9]([N+:11]([O-])=[O:12])[CH3:10])C1C=CC=CC=1.[C:14]([O:18][CH2:19][CH3:20])(=[O:17])[C:15]#[CH:16].[O:21]1[CH2:25][CH2:24][CH2:23][CH2:22]1.C(=O)(OC(C)(C)C)O[C:28](C)([CH3:30])[CH3:29]. The catalyst class is: 777. Product: [CH2:25]([O:21][CH2:10][C:9]1[CH:16]=[C:15]([C:14]([O:18][CH2:19][CH3:20])=[O:17])[O:12][N:11]=1)[C:24]1[CH:30]=[CH:28][CH:29]=[CH:22][CH:23]=1. (4) Reactant: [C:1]([O:9][CH2:10][C@@H:11]1[C:15]([O:17][C:18](=[O:20])[CH3:19])([CH3:16])[C@:14]([F:22])([CH3:21])[CH:13]([N:23]2[CH:31]=[N:30][C:29]3[C:24]2=[N:25][CH:26]=[N:27][C:28]=3Cl)[O:12]1)(=[O:8])[C:2]1[CH:7]=[CH:6][CH:5]=[CH:4][CH:3]=1.[F:33][C:34]1[CH:41]=[CH:40][C:37]([CH2:38][NH2:39])=[CH:36][CH:35]=1.O. Product: [C:1]([O:9][CH2:10][C@@H:11]1[C:15]([O:17][C:18](=[O:20])[CH3:19])([CH3:16])[C@:14]([F:22])([CH3:21])[CH:13]([N:23]2[CH:31]=[N:30][C:29]3[C:24]2=[N:25][CH:26]=[N:27][C:28]=3[NH:39][CH2:38][C:37]2[CH:40]=[CH:41][C:34]([F:33])=[CH:35][CH:36]=2)[O:12]1)(=[O:8])[C:2]1[CH:7]=[CH:6][CH:5]=[CH:4][CH:3]=1. The catalyst class is: 8.